This data is from Catalyst prediction with 721,799 reactions and 888 catalyst types from USPTO. The task is: Predict which catalyst facilitates the given reaction. (1) Reactant: [Br:1][C:2]1[C:28]2[C:6](=[N:7][N:8]3[C:13]([CH:14]4[CH2:19][CH2:18][N:17](C(OC(C)(C)C)=O)[CH2:16][CH2:15]4)=[CH:12][C:11](=[O:27])[NH:10][C:9]3=2)[CH:5]=[N:4][CH:3]=1.[ClH:29]. Product: [ClH:29].[Br:1][C:2]1[C:28]2[C:6](=[N:7][N:8]3[C:13]([CH:14]4[CH2:15][CH2:16][NH:17][CH2:18][CH2:19]4)=[CH:12][C:11](=[O:27])[NH:10][C:9]3=2)[CH:5]=[N:4][CH:3]=1. The catalyst class is: 71. (2) Reactant: [CH3:1][O:2][NH:3][CH:4]([CH:6]1[CH2:11][CH2:10][C:9]([CH3:12])=[CH:8][C:7]1([CH3:14])[CH3:13])[CH3:5].C(N(CC)CC)C.[F:22][CH:23]([F:33])[C:24]1[C:28]([C:29](Cl)=[O:30])=[CH:27][N:26]([CH3:32])[N:25]=1. The catalyst class is: 4. Product: [CH3:1][O:2][N:3]([CH:4]([CH:6]1[CH2:11][CH2:10][C:9]([CH3:12])=[CH:8][C:7]1([CH3:13])[CH3:14])[CH3:5])[C:29]([C:28]1[C:24]([CH:23]([F:33])[F:22])=[N:25][N:26]([CH3:32])[CH:27]=1)=[O:30]. (3) Reactant: [Cl:1][C:2]1[CH:3]=[C:4]([NH:9][NH2:10])[CH:5]=[CH:6][C:7]=1[F:8].[CH2:11]([O:13][C:14](=[O:21])[C:15](=O)[CH2:16][C:17](=O)[CH3:18])[CH3:12]. Product: [CH2:11]([O:13][C:14]([C:15]1[CH:16]=[C:17]([CH3:18])[N:9]([C:4]2[CH:5]=[CH:6][C:7]([F:8])=[C:2]([Cl:1])[CH:3]=2)[N:10]=1)=[O:21])[CH3:12]. The catalyst class is: 8. (4) Reactant: Br[CH2:2][C:3](=O)[C:4]([O:6][CH2:7][CH3:8])=[O:5].[C:10](=[S:13])([S-:12])[NH2:11].[NH4+]. Product: [CH2:7]([O:6][C:4]([C:3]1[N:11]=[C:10]([SH:13])[S:12][CH:2]=1)=[O:5])[CH3:8]. The catalyst class is: 8. (5) The catalyst class is: 3. Reactant: Cl.[CH2:2]([O:5][C:6]([C@@H:8]1[CH2:13][C@@H:12]2[C@@H:10]([CH2:11]2)[N:9]1[C:14]([OH:16])=O)=[O:7])[CH:3]=[CH2:4].[C:17]([C:20]1[C:28]2[C:23](=[N:24][CH:25]=[CH:26][CH:27]=2)[N:22]([CH2:29]C(O)=O)[N:21]=1)(=[O:19])[CH3:18].CN(C(ON1N=NC2C=CC=CC1=2)=[N+](C)C)C.F[P-](F)(F)(F)(F)F.CCN(C(C)C)C(C)C. Product: [CH2:2]([O:5][C:6]([C@@H:8]1[CH2:13][C@@H:12]2[C@@H:10]([CH2:11]2)[N:9]1[C:14](=[O:16])[CH2:29][N:22]1[C:23]2=[N:24][CH:25]=[CH:26][CH:27]=[C:28]2[C:20]([C:17](=[O:19])[CH3:18])=[N:21]1)=[O:7])[CH:3]=[CH2:4]. (6) Reactant: [Br:1][C:2]1[CH:8]=[C:7]([O:9][C:10]([F:13])([F:12])[F:11])[C:5]([NH2:6])=[C:4]([N+:14]([O-:16])=[O:15])[CH:3]=1.[C:17](=O)([O-])[O-].[Cs+].[Cs+].CI. Product: [Br:1][C:2]1[CH:8]=[C:7]([O:9][C:10]([F:11])([F:13])[F:12])[C:5]([NH:6][CH3:17])=[C:4]([N+:14]([O-:16])=[O:15])[CH:3]=1. The catalyst class is: 9.